Dataset: Forward reaction prediction with 1.9M reactions from USPTO patents (1976-2016). Task: Predict the product of the given reaction. (1) Given the reactants [F:1][C:2]1[CH:10]=[CH:9][C:8]([O:11][C:12]([F:15])([F:14])[F:13])=[CH:7][C:3]=1[C:4]([OH:6])=O.CN(C(ON1N=NC2C=CC=NC1=2)=[N+](C)C)C.F[P-](F)(F)(F)(F)F.[CH3:40][O:41][C:42]1[CH:47]=[C:46]([NH2:48])[CH:45]=[CH:44][N:43]=1.CCN(CC)CC, predict the reaction product. The product is: [F:1][C:2]1[CH:10]=[CH:9][C:8]([O:11][C:12]([F:15])([F:14])[F:13])=[CH:7][C:3]=1[C:4]([NH:48][C:46]1[CH:45]=[CH:44][N:43]=[C:42]([O:41][CH3:40])[CH:47]=1)=[O:6]. (2) Given the reactants [OH:1][NH:2]/[C:3](=[N:14]\[H])/[C:4]1[CH:9]=[CH:8][CH:7]=[C:6]([C:10]([F:13])([F:12])[F:11])[CH:5]=1.[O:16]=[C:17]1[C:22]([C:29]2[CH:34]=[CH:33][CH:32]=[CH:31][CH:30]=2)([C:23]2[CH:28]=[CH:27][CH:26]=[CH:25][CH:24]=2)[CH2:21][CH2:20][CH2:19][N:18]1[CH2:35][C:36](O)=O.Cl.C(N=C=NCCCN(C)C)C, predict the reaction product. The product is: [C:29]1([C:22]2([C:23]3[CH:24]=[CH:25][CH:26]=[CH:27][CH:28]=3)[CH2:21][CH2:20][CH2:19][N:18]([CH2:35][C:36]3[O:1][N:2]=[C:3]([C:4]4[CH:9]=[CH:8][CH:7]=[C:6]([C:10]([F:13])([F:12])[F:11])[CH:5]=4)[N:14]=3)[C:17]2=[O:16])[CH:34]=[CH:33][CH:32]=[CH:31][CH:30]=1. (3) Given the reactants [Cl:1][C:2]1[CH:10]=[C:9]([F:11])[CH:8]=[CH:7][C:3]=1[C:4]([OH:6])=O.C([O:14][C:15](=[O:37])[C:16]([O:19][C:20]1[CH:25]=[CH:24][C:23]([O:26][C:27]2[CH:32]=[CH:31][CH:30]=[C:29]([CH2:33][NH2:34])[CH:28]=2)=[CH:22][C:21]=1[CH2:35]C)([CH3:18])[CH3:17])C, predict the reaction product. The product is: [Cl:1][C:2]1[CH:10]=[C:9]([F:11])[CH:8]=[CH:7][C:3]=1[C:4]([NH:34][CH2:33][C:29]1[CH:28]=[C:27]([CH:32]=[CH:31][CH:30]=1)[O:26][C:23]1[CH:24]=[CH:25][C:20]([O:19][C:16]([CH3:18])([CH3:17])[C:15]([OH:37])=[O:14])=[C:21]([CH3:35])[CH:22]=1)=[O:6]. (4) Given the reactants [Br:1][C:2]1[C:6]2[CH:7]=[C:8]([O:11][CH3:12])[CH:9]=[CH:10][C:5]=2[O:4][C:3]=1C(O)=O.N1C2C(=CC=CC=2)C=CC=1, predict the reaction product. The product is: [Br:1][C:2]1[C:6]2[CH:7]=[C:8]([O:11][CH3:12])[CH:9]=[CH:10][C:5]=2[O:4][CH:3]=1. (5) Given the reactants [Cl:1][C:2]1[CH:3]=[C:4]([CH:7]=[CH:8][C:9]=1[O:10][C:11]1[CH:16]=[CH:15][C:14]([CH:17]=[O:18])=[CH:13][CH:12]=1)[C:5]#[N:6].C(=O)([O-])[O-:20].[K+].[K+].OO, predict the reaction product. The product is: [Cl:1][C:2]1[CH:3]=[C:4]([CH:7]=[CH:8][C:9]=1[O:10][C:11]1[CH:16]=[CH:15][C:14]([CH:17]=[O:18])=[CH:13][CH:12]=1)[C:5]([NH2:6])=[O:20]. (6) Given the reactants [CH2:1]([O:3][C:4]([C:6]1[NH:7][CH:8]=[CH:9][C:10]=1[NH2:11])=[O:5])[CH3:2].[NH:12]1[C:16]2[CH:17]=[CH:18][CH:19]=[CH:20][C:15]=2[N:14]=[C:13]1[CH:21]=O.[BH3-]C#N.[Na+].CC(O)=O, predict the reaction product. The product is: [NH:12]1[C:16]2[CH:17]=[CH:18][CH:19]=[CH:20][C:15]=2[N:14]=[C:13]1[CH2:21][NH:11][C:10]1[CH:9]=[CH:8][NH:7][C:6]=1[C:4]([O:3][CH2:1][CH3:2])=[O:5]. (7) Given the reactants Cl[CH2:2][CH2:3][CH2:4][CH2:5][N:6]1[C:11](=[O:12])[N:10]([CH3:13])[C:9](=[O:14])[CH:8]=[N:7]1.[N+:15]([C:18]1[N:23]=[C:22]([C:24]2[CH2:25][CH2:26][NH:27][CH2:28][CH:29]=2)[CH:21]=[CH:20][CH:19]=1)([O-:17])=[O:16].C(=O)([O-])[O-].[K+].[K+].[I-].[Na+], predict the reaction product. The product is: [N+:15]([C:18]1[N:23]=[C:22]([C:24]2[CH2:25][CH2:26][N:27]([CH2:2][CH2:3][CH2:4][CH2:5][N:6]3[C:11](=[O:12])[N:10]([CH3:13])[C:9](=[O:14])[CH:8]=[N:7]3)[CH2:28][CH:29]=2)[CH:21]=[CH:20][CH:19]=1)([O-:17])=[O:16]. (8) The product is: [C:7]([O:6][CH2:1][CH2:2][S:3][S:4][CH3:5])(=[O:9])[CH3:8]. Given the reactants [CH2:1]([OH:6])[CH2:2][S:3][S:4][CH3:5].[C:7](Cl)(=[O:9])[CH3:8], predict the reaction product.